This data is from Forward reaction prediction with 1.9M reactions from USPTO patents (1976-2016). The task is: Predict the product of the given reaction. (1) The product is: [Cl:1][C:2]1[C:7]([C:29]([F:32])([F:31])[F:30])=[CH:6][CH:5]=[CH:4][C:3]=1[CH2:9][NH:10][C:11](=[O:21])[C@@H:12]1[C:16]([CH3:18])([CH3:17])[CH2:15][C:14](=[O:19])[N:13]1[CH3:20]. Given the reactants [Cl:1][C:2]1[CH:7]=[C:6](Cl)[CH:5]=[CH:4][C:3]=1[CH2:9][NH:10][C:11](=[O:21])[C@@H:12]1[C:16]([CH3:18])([CH3:17])[CH2:15][C:14](=[O:19])[N:13]1[CH3:20].ClC1C([C:29]([F:32])([F:31])[F:30])=CC=CC=1C[N+]#[C-], predict the reaction product. (2) Given the reactants [C:1]1([CH3:7])[CH:6]=CC=C[CH:2]=1.[CH2:8]([O:10][C:11](=[O:28])[C:12]1[CH:17]=[CH:16][C:15](OS(C(F)(F)F)(=O)=O)=[C:14]([O:26][CH3:27])[CH:13]=1)[CH3:9].C(B(O)O)C(C)C.C(=O)([O-])[O-].[Cs+].[Cs+], predict the reaction product. The product is: [CH2:8]([O:10][C:11](=[O:28])[C:12]1[CH:17]=[CH:16][C:15]([CH2:2][CH:1]([CH3:7])[CH3:6])=[C:14]([O:26][CH3:27])[CH:13]=1)[CH3:9]. (3) The product is: [F:1][C:2]1[CH:3]=[C:4]([CH:9]([CH3:14])[C:10]([O:12][CH3:13])=[O:11])[CH:5]=[CH:6][C:7]=1[C:20]1[CH:19]=[CH:18][CH:17]=[C:16]([OH:15])[CH:21]=1. Given the reactants [F:1][C:2]1[CH:3]=[C:4]([CH:9]([CH3:14])[C:10]([O:12][CH3:13])=[O:11])[CH:5]=[CH:6][C:7]=1I.[OH:15][C:16]1[CH:17]=[C:18](B(O)O)[CH:19]=[CH:20][CH:21]=1, predict the reaction product. (4) Given the reactants [F:1][C:2]([F:16])([F:15])[C:3]1[CH:14]=[CH:13][CH:12]=[CH:11][C:4]=1[CH2:5][O:6][CH:7]1[CH2:10][NH:9][CH2:8]1.Cl[C:18]1[N:23]=[N:22][C:21]([C:24]([O:26][CH3:27])=[O:25])=[CH:20][CH:19]=1.C(=O)([O-])[O-].[K+].[K+].O, predict the reaction product. The product is: [F:16][C:2]([F:1])([F:15])[C:3]1[CH:14]=[CH:13][CH:12]=[CH:11][C:4]=1[CH2:5][O:6][CH:7]1[CH2:8][N:9]([C:18]2[N:23]=[N:22][C:21]([C:24]([O:26][CH3:27])=[O:25])=[CH:20][CH:19]=2)[CH2:10]1.